This data is from Forward reaction prediction with 1.9M reactions from USPTO patents (1976-2016). The task is: Predict the product of the given reaction. (1) The product is: [F:15][C:16]1[CH:17]=[C:18]([CH:21]=[CH:22][C:23]=1[F:24])[CH2:19][N:9]1[C:4](=[O:3])[C:5]([C:10]([O:12][CH2:13][CH3:14])=[O:11])=[CH:6][N:7]=[CH:8]1. Given the reactants [H-].[Na+].[O:3]=[C:4]1[NH:9][CH:8]=[N:7][CH:6]=[C:5]1[C:10]([O:12][CH2:13][CH3:14])=[O:11].[F:15][C:16]1[CH:17]=[C:18]([CH:21]=[CH:22][C:23]=1[F:24])[CH2:19]Br.Cl, predict the reaction product. (2) Given the reactants [C:1]([C:5]1[CH:10]=[CH:9][CH:8]=[CH:7][N:6]=1)([CH3:4])([CH3:3])[CH3:2].[OH:11]O, predict the reaction product. The product is: [C:1]([C:5]1[CH:10]=[CH:9][CH:8]=[CH:7][N+:6]=1[O-:11])([CH3:4])([CH3:3])[CH3:2].